This data is from Full USPTO retrosynthesis dataset with 1.9M reactions from patents (1976-2016). The task is: Predict the reactants needed to synthesize the given product. (1) Given the product [CH2:5]([N:6]([CH2:9][C:10]1[C:18]2[B:17]([OH:19])[O:16][CH2:15][C:14]=2[CH:13]=[CH:12][CH:11]=1)[C:7](=[O:26])[CH3:8])[CH2:4][CH3:3], predict the reactants needed to synthesize it. The reactants are: OC[CH:3]1[CH2:8][CH2:7][N:6]([CH2:9][C:10]2[C:18]3[B:17]([OH:19])[O:16][CH2:15][C:14]=3[CH:13]=[CH:12][CH:11]=2)[CH2:5][CH2:4]1.C(N)CC.C(OC(=O)C)(=[O:26])C. (2) The reactants are: C([O-])=O.[K+].[F:5][C:6]([F:21])([F:20])[C:7]1[CH:8]=[C:9]([C:17](=[O:19])[CH3:18])[CH:10]=[C:11]([C:13]([F:16])([F:15])[F:14])[CH:12]=1. Given the product [F:5][C:6]([F:20])([F:21])[C:7]1[CH:8]=[C:9]([C@@H:17]([OH:19])[CH3:18])[CH:10]=[C:11]([C:13]([F:14])([F:15])[F:16])[CH:12]=1, predict the reactants needed to synthesize it. (3) Given the product [ClH:1].[OH:15][C:8]1[C:9]2[NH:10][C:11](=[O:14])[S:12][C:13]=2[C:5]([CH2:4][CH2:3][NH:2][CH2:25][CH2:26][S:27]([CH2:30][CH2:31][CH2:32][O:33][CH2:34][CH2:35][C:36]2[CH:37]=[CH:38][CH:39]=[CH:40][CH:41]=2)(=[O:29])=[O:28])=[CH:6][CH:7]=1, predict the reactants needed to synthesize it. The reactants are: [ClH:1].[NH2:2][CH2:3][CH2:4][C:5]1[C:13]2[S:12][C:11](=[O:14])[NH:10][C:9]=2[C:8]([OH:15])=[CH:7][CH:6]=1.C(O[CH2:25][CH2:26][S:27]([CH2:30][CH2:31][CH2:32][O:33][CH2:34][CH2:35][C:36]1[CH:41]=[CH:40][CH:39]=[CH:38][CH:37]=1)(=[O:29])=[O:28])(=O)C1C=CC=CC=1.C(N(CC)CC)C.Cl. (4) The reactants are: [CH3:1][O:2][C:3]1[CH:4]=[C:5]2[C:10](=[CH:11][C:12]=1[O:13][CH3:14])[N:9]=[CH:8][N:7]=[C:6]2[O:15][C:16]1[CH:22]=[CH:21][C:19]([NH2:20])=[C:18]([N+:23]([O-:25])=[O:24])[CH:17]=1.Cl[C:27](Cl)([O:29]C(=O)OC(Cl)(Cl)Cl)Cl.[CH3:38][CH2:39][CH:40]([OH:44])[CH2:41][C:42]#[CH:43].C(=O)(O)[O-].[Na+]. Given the product [CH3:1][O:2][C:3]1[CH:4]=[C:5]2[C:10](=[CH:11][C:12]=1[O:13][CH3:14])[N:9]=[CH:8][N:7]=[C:6]2[O:15][C:16]1[CH:22]=[CH:21][C:19]([NH:20][C:27](=[O:29])[O:44][CH:40]([CH2:39][CH3:38])[CH2:41][C:42]#[CH:43])=[C:18]([N+:23]([O-:25])=[O:24])[CH:17]=1, predict the reactants needed to synthesize it. (5) Given the product [OH:1][C:2]([C:46]1[S:47][CH:48]=[CH:49][CH:50]=1)([C:51]1[S:52][CH:53]=[CH:54][CH:55]=1)[C:3]([O:5][C@H:6]1[CH2:11][CH2:10][C@H:9]([N:12]([CH2:14][CH2:15][CH2:16][CH2:17][CH2:18][CH2:19][CH2:20][CH2:21][CH2:22][NH:23][CH2:24][C@H:25]([OH:38])[C:26]2[CH:35]=[CH:34][C:33]([OH:36])=[C:32]3[C:27]=2[CH:28]=[CH:29][C:30](=[O:37])[NH:31]3)[CH3:13])[CH2:8][CH2:7]1)=[O:4], predict the reactants needed to synthesize it. The reactants are: [OH:1][C:2]([C:51]1[S:52][CH:53]=[CH:54][CH:55]=1)([C:46]1[S:47][CH:48]=[CH:49][CH:50]=1)[C:3]([O:5][C@H:6]1[CH2:11][CH2:10][C@H:9]([N:12]([CH2:14][CH2:15][CH2:16][CH2:17][CH2:18][CH2:19][CH2:20][CH2:21][CH2:22][NH:23][CH2:24][C@H:25]([O:38][Si](C(C)(C)C)(C)C)[C:26]2[CH:35]=[CH:34][C:33]([OH:36])=[C:32]3[C:27]=2[CH:28]=[CH:29][C:30](=[O:37])[NH:31]3)[CH3:13])[CH2:8][CH2:7]1)=[O:4].F.F.F.C(N(CC)CC)C. (6) Given the product [CH2:13]([C:10]1[NH:9][C:8]([C:6]([OH:7])=[O:5])=[CH:12][CH:11]=1)[CH2:14][C:15]1[CH:20]=[CH:19][CH:18]=[CH:17][CH:16]=1, predict the reactants needed to synthesize it. The reactants are: [OH-].[Na+].C([O:5][C:6]([C:8]1[NH:9][C:10]([CH2:13][CH2:14][C:15]2[CH:20]=[CH:19][CH:18]=[CH:17][CH:16]=2)=[CH:11][CH:12]=1)=[O:7])C.CC(O)C.